This data is from Forward reaction prediction with 1.9M reactions from USPTO patents (1976-2016). The task is: Predict the product of the given reaction. (1) Given the reactants Cl[C:2]1[CH:7]=[C:6]([C:8]2[N:13]=[C:12]([C:14]3[CH:19]=[CH:18][C:17]([Cl:20])=[C:16]([Cl:21])[CH:15]=3)[CH:11]=[C:10]([CH3:22])[N:9]=2)[CH:5]=[CH:4][N:3]=1.[NH2:23][C:24]1[CH:29]=[CH:28][C:27](B2OC(C)(C)C(C)(C)O2)=[CH:26][N:25]=1, predict the reaction product. The product is: [Cl:21][C:16]1[CH:15]=[C:14]([C:12]2[CH:11]=[C:10]([CH3:22])[N:9]=[C:8]([C:6]3[CH:5]=[CH:4][N:3]=[C:2]([C:27]4[CH:26]=[N:25][C:24]([NH2:23])=[CH:29][CH:28]=4)[CH:7]=3)[N:13]=2)[CH:19]=[CH:18][C:17]=1[Cl:20]. (2) Given the reactants [H-].[Na+].[CH2:3]([CH:10]1[C:19]2[C:14](=[CH:15][CH:16]=[C:17]([OH:20])[CH:18]=2)[O:13][CH2:12][CH:11]1[NH:21][C:22](=[O:26])[O:23][CH2:24][CH3:25])[C:4]1[CH:9]=[CH:8][CH:7]=[CH:6][CH:5]=1.Br[CH2:28][CH2:29][NH:30][C:31](=[O:37])[O:32][C:33]([CH3:36])([CH3:35])[CH3:34].C(=O)([O-])O.[Na+], predict the reaction product. The product is: [CH2:24]([O:23][C:22](=[O:26])[NH:21][CH:11]1[CH:10]([CH2:3][C:4]2[CH:5]=[CH:6][CH:7]=[CH:8][CH:9]=2)[C:19]2[C:14](=[CH:15][CH:16]=[C:17]([O:20][CH2:28][CH2:29][NH:30][C:31]([O:32][C:33]([CH3:36])([CH3:35])[CH3:34])=[O:37])[CH:18]=2)[O:13][CH2:12]1)[CH3:25]. (3) Given the reactants Cl[C:2]1[N:7]=[C:6]([Cl:8])[N:5]=[C:4]([O:9][CH3:10])[N:3]=1.CCN(C(C)C)C(C)C.[F:20][CH:21]([F:32])[O:22][C:23]1[CH:28]=[CH:27][C:26]([CH2:29][CH2:30][NH2:31])=[CH:25][CH:24]=1.CCOC(C)=O, predict the reaction product. The product is: [Cl:8][C:6]1[N:5]=[C:4]([O:9][CH3:10])[N:3]=[C:2]([NH:31][CH2:30][CH2:29][C:26]2[CH:25]=[CH:24][C:23]([O:22][CH:21]([F:20])[F:32])=[CH:28][CH:27]=2)[N:7]=1. (4) Given the reactants [O-]CC.[Na+].C(OCC)(=O)C.[OH:11][C:12]1[CH:17]=[CH:16][C:15]([CH2:18][CH2:19][CH2:20][C:21]2[N:22]([CH2:35][CH2:36][CH3:37])[C:23](=[O:34])[N:24]([CH2:26][C:27]3[CH:32]=[CH:31][C:30]([CH3:33])=[CH:29][CH:28]=3)[N:25]=2)=[CH:14][CH:13]=1.[C:38]([O:43][CH:44](CC)[CH2:45]CC)(=[O:42])[CH:39]([CH3:41])[CH3:40].Cl, predict the reaction product. The product is: [CH2:44]([O:43][C:38](=[O:42])[C:39]([CH3:41])([O:11][C:12]1[CH:17]=[CH:16][C:15]([CH2:18][CH2:19][CH2:20][C:21]2[N:22]([CH2:35][CH2:36][CH3:37])[C:23](=[O:34])[N:24]([CH2:26][C:27]3[CH:28]=[CH:29][C:30]([CH3:33])=[CH:31][CH:32]=3)[N:25]=2)=[CH:14][CH:13]=1)[CH3:40])[CH3:45]. (5) Given the reactants [NH2:1][C:2]1[C:3]([C:14]2[CH:21]=[CH:20][C:17]([C:18]#[N:19])=[CH:16][CH:15]=2)=[N:4][CH:5]=[C:6]([N:8]2[CH2:13][CH2:12][O:11][CH2:10][CH2:9]2)[CH:7]=1.Cl[C:23]1[C:32]2[C:27](=[CH:28][C:29]([F:34])=[CH:30][C:31]=2[F:33])[N:26]=[C:25]([C:35]2[CH:40]=[CH:39][CH:38]=[CH:37][N:36]=2)[C:24]=1[CH3:41].C1(P(C2CCCCC2)C2C=CC=CC=2C2C(C(C)C)=CC(C(C)C)=CC=2C(C)C)CCCCC1.CC(C)([O-])C.[Na+], predict the reaction product. The product is: [F:33][C:31]1[CH:30]=[C:29]([F:34])[CH:28]=[C:27]2[C:32]=1[C:23]([NH:1][C:2]1[C:3]([C:14]3[CH:21]=[CH:20][C:17]([C:18]#[N:19])=[CH:16][CH:15]=3)=[N:4][CH:5]=[C:6]([N:8]3[CH2:9][CH2:10][O:11][CH2:12][CH2:13]3)[CH:7]=1)=[C:24]([CH3:41])[C:25]([C:35]1[CH:40]=[CH:39][CH:38]=[CH:37][N:36]=1)=[N:26]2. (6) The product is: [Cl:8][C:9]1[CH:10]=[C:11]([N:16]2[C:24]3[CH2:23][CH2:22][CH2:21][CH:20]([CH2:25][CH2:26][OH:27])[C:19]=3[CH:18]=[N:17]2)[CH:12]=[CH:13][C:14]=1[Cl:15]. Given the reactants C1(C)C=CC=CC=1.[Cl:8][C:9]1[CH:10]=[C:11]([N:16]2[C:24]3[CH2:23][CH2:22][CH2:21][CH:20]([CH2:25][C:26](OCC)=[O:27])[C:19]=3[CH:18]=[N:17]2)[CH:12]=[CH:13][C:14]=1[Cl:15].O, predict the reaction product.